From a dataset of Forward reaction prediction with 1.9M reactions from USPTO patents (1976-2016). Predict the product of the given reaction. (1) Given the reactants [CH3:1][O:2][CH2:3][CH2:4][NH:5][C:6]([C:8]1[C:9]2[CH2:10][CH2:11][C:12]3([NH:21][C:22]=2[C:23]2[N:28]=[C:27]([CH3:29])[N:26]([CH3:30])[C:24]=2[CH:25]=1)[CH2:20][C:19]1[C:14](=[CH:15][CH:16]=[CH:17][CH:18]=1)[CH2:13]3)=[O:7].[C:31]([OH:38])(=[O:37])/[CH:32]=[CH:33]\[C:34]([OH:36])=[O:35].ClCCCl, predict the reaction product. The product is: [C:31]([OH:38])(=[O:37])/[CH:32]=[CH:33]\[C:34]([OH:36])=[O:35].[CH3:1][O:2][CH2:3][CH2:4][NH:5][C:6]([C:8]1[C:9]2[CH2:10][CH2:11][C:12]3([NH:21][C:22]=2[C:23]2[N:28]=[C:27]([CH3:29])[N:26]([CH3:30])[C:24]=2[CH:25]=1)[CH2:20][C:19]1[C:14](=[CH:15][CH:16]=[CH:17][CH:18]=1)[CH2:13]3)=[O:7]. (2) Given the reactants [Cl:1][C:2]1[CH:24]=[CH:23][C:5]([CH2:6][C:7]2(O)[CH:13]([CH2:14][N:15]([CH3:17])[CH3:16])[CH2:12][CH2:11][O:10][C:9]3[CH:18]=[CH:19][CH:20]=[CH:21][C:8]2=3)=[CH:4][CH:3]=1.CS(O)(=O)=O.N[C@H](C(O)=O)CCSC, predict the reaction product. The product is: [ClH:1].[Cl:1][C:2]1[CH:24]=[CH:23][C:5](/[CH:6]=[C:7]2\[C:8]3[CH:21]=[CH:20][CH:19]=[CH:18][C:9]=3[O:10][CH2:11][CH2:12][CH:13]\2[CH2:14][N:15]([CH3:17])[CH3:16])=[CH:4][CH:3]=1. (3) Given the reactants [C:1]1([C:8]2[CH:13]=[CH:12][CH:11]=[CH:10][CH:9]=2)[CH:6]=[CH:5][CH:4]=[C:3]([NH2:7])[CH:2]=1.Cl[C:15](=[O:26])[CH2:16][CH2:17][CH2:18][CH2:19][CH2:20][CH2:21][C:22]([O:24][CH3:25])=[O:23], predict the reaction product. The product is: [C:1]1([C:8]2[CH:9]=[CH:10][CH:11]=[CH:12][CH:13]=2)[CH:6]=[CH:5][CH:4]=[C:3]([NH:7][C:15](=[O:26])[CH2:16][CH2:17][CH2:18][CH2:19][CH2:20][CH2:21][C:22]([O:24][CH3:25])=[O:23])[CH:2]=1. (4) Given the reactants Cl[C:2]1[N:7]=[C:6]2[CH2:8][CH2:9][CH2:10][C:5]2=[C:4]([NH:11][C:12]2[CH:17]=[CH:16][C:15]([CH2:18][C:19]([O:21][CH2:22][CH3:23])=[O:20])=[CH:14][CH:13]=2)[CH:3]=1.[CH3:24][N:25]1[CH2:30][CH2:29][NH:28][CH2:27][CH2:26]1, predict the reaction product. The product is: [CH3:24][N:25]1[CH2:30][CH2:29][N:28]([C:2]2[N:7]=[C:6]3[CH2:8][CH2:9][CH2:10][C:5]3=[C:4]([NH:11][C:12]3[CH:17]=[CH:16][C:15]([CH2:18][C:19]([O:21][CH2:22][CH3:23])=[O:20])=[CH:14][CH:13]=3)[CH:3]=2)[CH2:27][CH2:26]1. (5) Given the reactants [Cl:1][C:2]1[C:9]([O:10][CH3:11])=[C:8]([O:12][CH3:13])[CH:7]=[CH:6][C:3]=1[CH:4]=O.C([O-])(=O)C.[NH4+].[N+:19]([CH2:22][CH3:23])([O-:21])=[O:20], predict the reaction product. The product is: [Cl:1][C:2]1[C:9]([O:10][CH3:11])=[C:8]([O:12][CH3:13])[CH:7]=[CH:6][C:3]=1[CH:4]=[C:22]([N+:19]([O-:21])=[O:20])[CH3:23]. (6) Given the reactants [CH:1]([C:4]1[CH:9]=[CH:8][C:7]([C:10]2([CH3:23])[C:14]3[C:15]([CH3:21])=[CH:16][C:17]([CH3:20])=[C:18]([CH3:19])[C:13]=3[O:12][C:11]2=[O:22])=[CH:6][CH:5]=1)([CH3:3])[CH3:2], predict the reaction product. The product is: [OH:22][CH2:11][C:10]([C:14]1[C:15]([CH3:21])=[CH:16][C:17]([CH3:20])=[C:18]([CH3:19])[C:13]=1[OH:12])([C:7]1[CH:6]=[CH:5][C:4]([CH:1]([CH3:3])[CH3:2])=[CH:9][CH:8]=1)[CH3:23]. (7) The product is: [Cl:1][C:2]1[CH:7]=[CH:6][C:5]([S:8]([C:11]2([C:18]3[CH:23]=[C:22]([F:24])[CH:21]=[CH:20][C:19]=3[F:25])[CH2:15][CH2:14][CH2:13][CH:12]2[CH3:17])(=[O:10])=[O:9])=[CH:4][CH:3]=1. Given the reactants [Cl:1][C:2]1[CH:7]=[CH:6][C:5]([S:8]([CH:11]([C:18]2[CH:23]=[C:22]([F:24])[CH:21]=[CH:20][C:19]=2[F:25])[CH:12]([CH3:17])[CH2:13][CH2:14][CH2:15]O)(=[O:10])=[O:9])=[CH:4][CH:3]=1.C(C=P(CCCC)(CCCC)CCCC)#N, predict the reaction product. (8) Given the reactants C([O:4][CH:5]1[CH:9]([O:10]C(=O)C)[CH:8](OCC(=O)C)[O:7][CH:6]1[N:19]1[CH:27]=[N:26][C:25]2[C:20]1=[N:21][C:22]([Cl:29])=[N:23][C:24]=2Cl)(=O)C.[CH3:30][NH2:31].[CH3:32][OH:33], predict the reaction product. The product is: [Cl:29][C:22]1[N:21]=[C:20]2[C:25]([N:26]=[CH:27][N:19]2[C@H:6]2[C@H:5]([OH:4])[C@H:9]([OH:10])[C@@H:8]([CH2:32][OH:33])[O:7]2)=[C:24]([NH:31][CH3:30])[N:23]=1.